Dataset: Full USPTO retrosynthesis dataset with 1.9M reactions from patents (1976-2016). Task: Predict the reactants needed to synthesize the given product. (1) Given the product [Cl:22][CH2:20][CH2:21][N:6]1[C:5](=[O:10])[C:4]2([CH2:3][C:2]([CH3:16])([CH3:1])[NH:13][C:12]([CH3:15])([CH3:14])[CH2:11]2)[NH:8][C:7]1=[O:9], predict the reactants needed to synthesize it. The reactants are: [CH3:1][C:2]1([CH3:16])[NH:13][C:12]([CH3:15])([CH3:14])[CH2:11][C:4]2([NH:8][C:7](=[O:9])[NH:6][C:5]2=[O:10])[CH2:3]1.[OH-].[K+].Br[CH:20]([Cl:22])[CH3:21]. (2) Given the product [CH3:1][O:2][C:3]1[C:8]2[C:9](=[O:26])[N:10]3[CH2:17][C@H:16]([O:18][Si:19]([C:22]([CH3:24])([CH3:25])[CH3:23])([CH3:20])[CH3:21])[CH2:15][C@H:11]3[C:12](=[O:14])[N:13]([CH2:38][O:37][CH2:36][CH2:35][Si:32]([CH3:34])([CH3:33])[CH3:31])[C:7]=2[CH:6]=[CH:5][C:4]=1[O:27][CH3:28], predict the reactants needed to synthesize it. The reactants are: [CH3:1][O:2][C:3]1[C:8]2[C:9](=[O:26])[N:10]3[CH2:17][C@H:16]([O:18][Si:19]([C:22]([CH3:25])([CH3:24])[CH3:23])([CH3:21])[CH3:20])[CH2:15][C@H:11]3[C:12](=[O:14])[NH:13][C:7]=2[CH:6]=[CH:5][C:4]=1[O:27][CH3:28].[H-].[Na+].[CH3:31][Si:32]([CH2:35][CH2:36][O:37][CH2:38]Cl)([CH3:34])[CH3:33].O.